From a dataset of Reaction yield outcomes from USPTO patents with 853,638 reactions. Predict the reaction yield, written as a fraction of the theoretical maximum amount of product (1.0 means a 100% yield; for example, 0.34 means a 34% yield). (1) The product is [CH3:1][N:2]1[CH2:19][CH2:18][C:5]2[N:6]([CH2:14][C:15]([N:35]3[CH2:40][CH2:39][O:38][CH2:37][CH2:36]3)=[O:16])[C:7]3[CH:8]=[CH:9][C:10]([CH3:13])=[CH:11][C:12]=3[C:4]=2[CH2:3]1. The catalyst is C(Cl)Cl.CN(C1C=CN=CC=1)C. The yield is 0.0580. The reactants are [CH3:1][N:2]1[CH2:19][CH2:18][C:5]2[N:6]([CH2:14][C:15](O)=[O:16])[C:7]3[CH:8]=[CH:9][C:10]([CH3:13])=[CH:11][C:12]=3[C:4]=2[CH2:3]1.C1CCC(N=C=NC2CCCCC2)CC1.[NH:35]1[CH2:40][CH2:39][O:38][CH2:37][CH2:36]1.C(O)(C(F)(F)F)=O. (2) The reactants are [C:1]([C:3]1[CH:8]=[CH:7][C:6]([NH:9]C(=O)C(C)(C)C)=[C:5]([CH3:16])[C:4]=1[C:17]([F:20])([F:19])[F:18])#[N:2]. The catalyst is CCO.Cl. The product is [NH2:9][C:6]1[CH:7]=[CH:8][C:3]([C:1]#[N:2])=[C:4]([C:17]([F:18])([F:19])[F:20])[C:5]=1[CH3:16]. The yield is 0.900. (3) The reactants are [CH:1]1([C:4]#[C:5][Si:6]([CH3:9])([CH3:8])[CH3:7])[CH2:3][CH2:2]1.[Li][CH2:11]CCC.S(OC)(OC)(=O)=O. The catalyst is CCOCC. The product is [CH3:7][Si:6]([CH3:9])([CH3:8])[C:5]#[C:4][C:1]1([CH3:11])[CH2:3][CH2:2]1. The yield is 0.520. (4) The reactants are [CH2:1]([C:5]1([CH3:35])[CH2:10][CH2:9][N:8]([C:11]2[C:12]3[N:13]([N:28]=[C:29]([C:31]([O:33]C)=[O:32])[CH:30]=3)[CH:14]=[C:15]([CH3:27])[C:16]=2[C@H:17]([O:22][C:23]([CH3:26])([CH3:25])[CH3:24])[C:18]([O:20][CH3:21])=[O:19])[CH2:7][CH2:6]1)[CH2:2][CH:3]=[CH2:4].[OH-].[Na+].O. The catalyst is CO.C1COCC1. The product is [CH2:1]([C:5]1([CH3:35])[CH2:10][CH2:9][N:8]([C:11]2[C:12]3[N:13]([N:28]=[C:29]([C:31]([OH:33])=[O:32])[CH:30]=3)[CH:14]=[C:15]([CH3:27])[C:16]=2[C@H:17]([O:22][C:23]([CH3:26])([CH3:25])[CH3:24])[C:18]([O:20][CH3:21])=[O:19])[CH2:7][CH2:6]1)[CH2:2][CH:3]=[CH2:4]. The yield is 0.920.